This data is from Reaction yield outcomes from USPTO patents with 853,638 reactions. The task is: Predict the reaction yield, written as a fraction of the theoretical maximum amount of product (1.0 means a 100% yield; for example, 0.34 means a 34% yield). (1) The yield is 0.500. The product is [CH3:20][O:19][C:9]1[C:8]([O:7][CH2:6][CH2:5][CH2:4][C:3]([O:2][CH3:1])=[O:21])=[CH:13][C:12]([N+:14]([O-:16])=[O:15])=[C:11]([CH:10]=1)[C:17]([OH:23])=[O:18]. The reactants are [CH3:1][O:2][C:3](=[O:21])[CH2:4][CH2:5][CH2:6][O:7][C:8]1[CH:13]=[C:12]([N+:14]([O-:16])=[O:15])[C:11]([CH:17]=[O:18])=[CH:10][C:9]=1[O:19][CH3:20].[Mn]([O-])(=O)(=O)=[O:23].[K+]. The catalyst is CC(C)=O. (2) The reactants are [CH:1]1([N:7]2[C:12](=[O:13])[CH2:11][C:10](=[O:14])[N:9]([CH:15]3[CH2:20][CH2:19][CH2:18][CH2:17][CH2:16]3)[C:8]2=[O:21])[CH2:6][CH2:5][CH2:4][CH2:3][CH2:2]1.C(N(C(C)C)CC)(C)C.[N:31]([CH2:34][C:35]([O:37][CH2:38][CH3:39])=[O:36])=[C:32]=[O:33].Cl. The catalyst is ClCCl. The product is [CH:1]1([N:7]2[C:12]([OH:13])=[C:11]([C:32]([NH:31][CH2:34][C:35]([O:37][CH2:38][CH3:39])=[O:36])=[O:33])[C:10](=[O:14])[N:9]([CH:15]3[CH2:16][CH2:17][CH2:18][CH2:19][CH2:20]3)[C:8]2=[O:21])[CH2:2][CH2:3][CH2:4][CH2:5][CH2:6]1. The yield is 0.920. (3) The reactants are [NH2:1][C@@H:2]1[CH:7]2[CH2:8][CH2:9][N:4]([CH2:5][CH2:6]2)[CH2:3]1.[CH3:10][C:11]1[N:12]=[C:13]([C:22](OCC)=[O:23])[S:14][C:15]=1[C:16]1[CH:21]=[CH:20][CH:19]=[CH:18][CH:17]=1. The catalyst is C1COCC1.CCO. The product is [N:4]12[CH2:9][CH2:8][CH:7]([CH2:6][CH2:5]1)[C@@H:2]([NH:1][C:22]([C:13]1[S:14][C:15]([C:16]3[CH:21]=[CH:20][CH:19]=[CH:18][CH:17]=3)=[C:11]([CH3:10])[N:12]=1)=[O:23])[CH2:3]2. The yield is 0.550. (4) The reactants are [CH3:1][NH:2][C:3](=[O:14])[C:4]1[CH:9]=[CH:8][C:7]([N+:10]([O-])=O)=[CH:6][C:5]=1[F:13]. The catalyst is C(OCC)(=O)C.C(O)(=O)C.[Fe]. The product is [CH3:1][NH:2][C:3](=[O:14])[C:4]1[CH:9]=[CH:8][C:7]([NH2:10])=[CH:6][C:5]=1[F:13]. The yield is 0.920.